This data is from Reaction yield outcomes from USPTO patents with 853,638 reactions. The task is: Predict the reaction yield, written as a fraction of the theoretical maximum amount of product (1.0 means a 100% yield; for example, 0.34 means a 34% yield). (1) The reactants are [NH2:1][C:2]1[CH:7]=[CH:6][CH:5]=[C:4]([Br:8])[C:3]=1[CH2:9][OH:10].Cl[C:12](Cl)([O:14]C(=O)OC(Cl)(Cl)Cl)Cl. The catalyst is C1COCC1. The product is [Br:8][C:4]1[C:3]2[CH2:9][O:10][C:12](=[O:14])[NH:1][C:2]=2[CH:7]=[CH:6][CH:5]=1. The yield is 0.940. (2) The reactants are [CH3:1][C:2]1([CH3:25])[S:8][C:7]2[CH:9]=[CH:10][C:11]([C:13](Cl)=[O:14])=[CH:12][C:6]=2[N:5]([S:16]([C:19]2[CH:24]=[CH:23][CH:22]=[CH:21][CH:20]=2)(=[O:18])=[O:17])[CH2:4][CH2:3]1.[C:26]([NH2:30])([CH3:29])([CH3:28])[CH3:27]. The catalyst is C(Cl)Cl.C([O-])(O)=O.[Na+]. The product is [C:26]([NH:30][C:13]([C:11]1[CH:10]=[CH:9][C:7]2[S:8][C:2]([CH3:25])([CH3:1])[CH2:3][CH2:4][N:5]([S:16]([C:19]3[CH:24]=[CH:23][CH:22]=[CH:21][CH:20]=3)(=[O:18])=[O:17])[C:6]=2[CH:12]=1)=[O:14])([CH3:29])([CH3:28])[CH3:27]. The yield is 0.682. (3) The product is [CH2:37]([O:36][C:34](=[O:35])[NH:26][CH2:25][CH:17]1[CH2:18][CH2:19][CH2:20][CH2:21][N:16]1[CH2:15][C:12]1[N:11]=[C:10]([C:4]2[CH:5]=[C:6]([CH3:9])[CH:7]=[CH:8][C:3]=2[F:2])[O:14][N:13]=1)[CH3:38]. The reactants are Cl.[F:2][C:3]1[CH:8]=[CH:7][C:6]([CH3:9])=[CH:5][C:4]=1[C:10]1[O:14][N:13]=[C:12]([CH2:15][N:16]2[CH2:21][CH2:20][CH2:19][CH2:18][CH:17]2NC)[N:11]=1.C[CH2:25][N:26](C(C)C)C(C)C.Cl[C:34]([O:36][CH2:37][CH3:38])=[O:35]. The catalyst is ClCCl.CCCCCCC. The yield is 0.850. (4) The reactants are [N+:1]([C:4]1[C:17]2[C:8](=[N:9][C:10]3[C:15]([C:16]=2[NH2:18])=[CH:14][CH:13]=[CH:12][CH:11]=3)[CH:7]=[CH:6][CH:5]=1)([O-])=O.C(OCC)(=O)C.C([O-])=O.[NH4+]. The catalyst is CO. The product is [NH2:1][C:4]1[C:17]2[C:8](=[N:9][C:10]3[C:15]([C:16]=2[NH2:18])=[CH:14][CH:13]=[CH:12][CH:11]=3)[CH:7]=[CH:6][CH:5]=1. The yield is 0.400.